From a dataset of Full USPTO retrosynthesis dataset with 1.9M reactions from patents (1976-2016). Predict the reactants needed to synthesize the given product. (1) The reactants are: [Cl:1][C:2]1[CH:46]=[CH:45][C:5]2[NH:6][C:7]([C@@H:9]([NH:28][C:29](=[O:44])[C:30]3[CH:35]=[CH:34][C:33]([C:36]([N:38]4[CH2:42][CH2:41][CH2:40][CH2:39]4)=[O:37])=[C:32]([CH3:43])[CH:31]=3)[CH2:10][CH2:11][C:12]([N:14]3[CH2:18][CH2:17][CH2:16][C@H:15]3[CH2:19][NH:20]C(OC(C)(C)C)=O)=[O:13])=[N:8][C:4]=2[CH:3]=1.FC(F)(F)C(O)=O.ClCl. Given the product [Cl:1][C:2]1[CH:46]=[CH:45][C:5]2[NH:6][C:7]([C@@H:9]([NH:28][C:29](=[O:44])[C:30]3[CH:35]=[CH:34][C:33]([C:36]([N:38]4[CH2:42][CH2:41][CH2:40][CH2:39]4)=[O:37])=[C:32]([CH3:43])[CH:31]=3)[CH2:10][CH2:11][C:12]([N:14]3[CH2:18][CH2:17][CH2:16][C@H:15]3[CH2:19][NH2:20])=[O:13])=[N:8][C:4]=2[CH:3]=1, predict the reactants needed to synthesize it. (2) Given the product [F:1][C:2]1[N:7]=[C:6]([N:8]2[C@@H:12]([C@H:13]([F:18])[CH3:14])[CH2:11][O:10][C:9]2=[O:16])[C:5]([F:17])=[CH:4][N:3]=1, predict the reactants needed to synthesize it. The reactants are: [F:1][C:2]1[N:7]=[C:6]([N:8]2[C@@H:12]([C@@H:13](O)[CH3:14])[CH2:11][O:10][C:9]2=[O:16])[C:5]([F:17])=[CH:4][N:3]=1.[F:18]C(F)(S(F)(=O)=O)C(F)(F)C(F)(F)C(F)(F)F.F.F.F.C(N(CC)CC)C.C(N(CC)CC)C. (3) Given the product [CH3:1][O:2][C:3]1[CH:8]=[CH:7][CH:6]=[CH:5][C:4]=1[C:9]1[C:10]2[N:11]([N:15]=[C:16]([NH:18][C:20]3[CH:21]=[CH:22][C:23]([N:26]4[CH2:31][CH2:30][N:29]([CH3:32])[CH2:28][CH2:27]4)=[CH:24][CH:25]=3)[N:17]=2)[CH:12]=[CH:13][CH:14]=1, predict the reactants needed to synthesize it. The reactants are: [CH3:1][O:2][C:3]1[CH:8]=[CH:7][CH:6]=[CH:5][C:4]=1[C:9]1[C:10]2[N:11]([N:15]=[C:16]([NH2:18])[N:17]=2)[CH:12]=[CH:13][CH:14]=1.Br[C:20]1[CH:25]=[CH:24][C:23]([N:26]2[CH2:31][CH2:30][N:29]([CH3:32])[CH2:28][CH2:27]2)=[CH:22][CH:21]=1.C1(P(C2CCCCC2)C2C=CC=CC=2C2C=CC=CC=2P(C2CCCCC2)C2CCCCC2)CCCCC1. (4) Given the product [Cl:1][C:2]1[N:3]=[C:4]([N:13]2[CH2:14][CH2:15][O:16][CH2:17][CH2:18]2)[C:5]2[O:10][C:9]([CH2:11][N:24]3[CH2:23][CH2:22][N:21]([C:27]([CH3:32])([CH3:31])[C:28]([NH2:30])=[O:29])[CH2:26][CH2:25]3)=[CH:8][C:6]=2[N:7]=1, predict the reactants needed to synthesize it. The reactants are: [Cl:1][C:2]1[N:3]=[C:4]([N:13]2[CH2:18][CH2:17][O:16][CH2:15][CH2:14]2)[C:5]2[O:10][C:9]([CH:11]=O)=[CH:8][C:6]=2[N:7]=1.Cl.Cl.[N:21]1([C:27]([CH3:32])([CH3:31])[C:28]([NH2:30])=[O:29])[CH2:26][CH2:25][NH:24][CH2:23][CH2:22]1.C(O[BH-](OC(=O)C)OC(=O)C)(=O)C.[Na+]. (5) The reactants are: [Cl:1][CH2:2][CH2:3][CH2:4][O:5][C:6]1[CH:11]=[CH:10][C:9]([C:12]2[S:13][C:14]3[CH2:19][CH:18]([C:20]([O:22]C)=[O:21])[CH2:17][C:15]=3[N:16]=2)=[CH:8][CH:7]=1.O.[OH-].[Li+]. Given the product [Cl:1][CH2:2][CH2:3][CH2:4][O:5][C:6]1[CH:7]=[CH:8][C:9]([C:12]2[S:13][C:14]3[CH2:19][CH:18]([C:20]([OH:22])=[O:21])[CH2:17][C:15]=3[N:16]=2)=[CH:10][CH:11]=1, predict the reactants needed to synthesize it. (6) Given the product [CH3:20][C:3]1[C:2]([C:32]2[CH:31]=[CH:30][C:29]([O:28][CH3:27])=[CH:34][C:33]=2[O:35][CH3:36])=[CH:19][CH:18]=[CH:17][C:4]=1[C:5]([NH:7][CH2:8][CH2:9][CH2:10][CH2:11][CH2:12][C:13]([O:15][CH3:16])=[O:14])=[O:6], predict the reactants needed to synthesize it. The reactants are: Br[C:2]1[C:3]([CH3:20])=[C:4]([CH:17]=[CH:18][CH:19]=1)[C:5]([NH:7][CH2:8][CH2:9][CH2:10][CH2:11][CH2:12][C:13]([O:15][CH3:16])=[O:14])=[O:6].C(=O)([O-])[O-].[Na+].[Na+].[CH3:27][O:28][C:29]1[CH:34]=[C:33]([O:35][CH3:36])[CH:32]=[CH:31][C:30]=1B(O)O.